From a dataset of Catalyst prediction with 721,799 reactions and 888 catalyst types from USPTO. Predict which catalyst facilitates the given reaction. (1) Reactant: C([O:3][C:4](=O)[C:5]([O:8][NH:9][C:10]([O:12][C:13]([CH3:16])([CH3:15])[CH3:14])=[O:11])([CH3:7])[CH3:6])C.[AlH4-].[Li+].O1CCCC1. The catalyst class is: 27. Product: [C:10]([NH:9][O:8][C:5]([CH3:7])([CH3:6])[CH2:4][OH:3])([O:12][C:13]([CH3:15])([CH3:16])[CH3:14])=[O:11]. (2) Reactant: N[C@@H:2]([C:7]([OH:9])=[O:8])[CH2:3][CH2:4][CH2:5][CH3:6].N([O-])=[O:11].[Na+]. Product: [OH:11][C@H:2]([CH2:3][CH2:4][CH2:5][CH3:6])[C:7]([OH:9])=[O:8]. The catalyst class is: 445.